This data is from Full USPTO retrosynthesis dataset with 1.9M reactions from patents (1976-2016). The task is: Predict the reactants needed to synthesize the given product. (1) Given the product [CH2:32]([O:1][C:2]1[C:3]([O:23][CH3:24])=[CH:4][C:5]2[CH2:14][CH:13]([CH3:15])[N:12]3[C:7](=[CH:8][C:9](=[O:21])[C:10]([C:16]([O:18][CH2:19][CH3:20])=[O:17])=[CH:11]3)[C:6]=2[CH:22]=1)[CH3:33], predict the reactants needed to synthesize it. The reactants are: [OH:1][C:2]1[C:3]([O:23][CH3:24])=[CH:4][C:5]2[CH2:14][CH:13]([CH3:15])[N:12]3[C:7](=[CH:8][C:9](=[O:21])[C:10]([C:16]([O:18][CH2:19][CH3:20])=[O:17])=[CH:11]3)[C:6]=2[CH:22]=1.C(=O)([O-])[O-].[K+].[K+].I[CH2:32][CH3:33].O. (2) Given the product [S:14]1[N:15]=[CH:16][C:12]([C:10]([NH:9][NH2:8])=[O:11])=[N:13]1, predict the reactants needed to synthesize it. The reactants are: C(OC([NH:8][NH:9][C:10]([C:12]1[CH:16]=[N:15][S:14][N:13]=1)=[O:11])=O)(C)(C)C.Cl.O1CCOCC1. (3) Given the product [C:1]([C:5]1[CH:12]=[CH:11][C:8]([CH:9]2[N:13]([C:14]3[CH:19]=[CH:18][CH:17]=[CH:16][N:15]=3)[C:23](=[O:22])[C:24]([OH:35])=[C:25]2[C:26](=[O:34])[C:27]2[CH:28]=[CH:29][C:30]([CH3:33])=[CH:31][CH:32]=2)=[CH:7][CH:6]=1)([CH3:4])([CH3:3])[CH3:2], predict the reactants needed to synthesize it. The reactants are: [C:1]([C:5]1[CH:12]=[CH:11][C:8]([CH:9]=O)=[CH:7][CH:6]=1)([CH3:4])([CH3:3])[CH3:2].[NH2:13][C:14]1[CH:19]=[CH:18][CH:17]=[CH:16][N:15]=1.C([O:22][C:23](=O)[C:24]([OH:35])=[CH:25][C:26](=[O:34])[C:27]1[CH:32]=[CH:31][C:30]([CH3:33])=[CH:29][CH:28]=1)C. (4) Given the product [NH2:10][CH:9]([CH2:8][CH:7]([CH:1]1[CH2:6][CH2:5][CH2:4][CH2:3][CH2:2]1)[OH:11])[C:12]([OH:14])=[O:13], predict the reactants needed to synthesize it. The reactants are: [CH:1]1([C:7]2[O:11][N:10]=[C:9]([C:12]([OH:14])=[O:13])[CH:8]=2)[CH2:6][CH2:5][CH2:4][CH2:3][CH2:2]1.[H][H]. (5) Given the product [CH3:1][C:2]1[CH:7]=[CH:6][C:5]([C:8]2[O:12][N:11]=[CH:10][C:9]=2[C:13]([N:16]2[CH2:17][CH2:18][CH:19]([N:22]3[C:26]4[CH:27]=[CH:28][CH:29]=[CH:30][C:25]=4[NH:24][C:23]3=[O:31])[CH2:20][CH2:21]2)=[O:14])=[CH:4][CH:3]=1, predict the reactants needed to synthesize it. The reactants are: [CH3:1][C:2]1[CH:7]=[CH:6][C:5]([C:8]2[O:12][N:11]=[CH:10][C:9]=2[C:13](Cl)=[O:14])=[CH:4][CH:3]=1.[NH:16]1[CH2:21][CH2:20][CH:19]([N:22]2[C:26]3[CH:27]=[CH:28][CH:29]=[CH:30][C:25]=3[NH:24][C:23]2=[O:31])[CH2:18][CH2:17]1.